The task is: Predict the product of the given reaction.. This data is from Forward reaction prediction with 1.9M reactions from USPTO patents (1976-2016). (1) Given the reactants [Cl:1][C:2]1[CH:7]=[C:6]([Cl:8])[CH:5]=[CH:4][C:3]=1[CH:9]([CH3:22])[C:10]([C:16]1[CH:21]=[CH:20][N:19]=[CH:18][CH:17]=1)([OH:15])[C:11]([F:14])([F:13])[F:12].[H-].[Na+].I[CH3:26], predict the reaction product. The product is: [Cl:1][C:2]1[CH:7]=[C:6]([Cl:8])[CH:5]=[CH:4][C:3]=1[CH:9]([CH3:22])[C:10]([C:16]1[CH:21]=[CH:20][N:19]=[CH:18][CH:17]=1)([O:15][CH3:26])[C:11]([F:12])([F:13])[F:14]. (2) Given the reactants [Br:1][C:2]1[CH:3]=[C:4]([CH:6]=[C:7]([N+:9]([O-:11])=[O:10])[CH:8]=1)[NH2:5].Cl[C:13]1[N:18]=[C:17]([C:19]([F:22])([F:21])[F:20])[CH:16]=[CH:15][N:14]=1, predict the reaction product. The product is: [Br:1][C:2]1[CH:3]=[C:4]([NH:5][C:13]2[N:18]=[C:17]([C:19]([F:22])([F:21])[F:20])[CH:16]=[CH:15][N:14]=2)[CH:6]=[C:7]([N+:9]([O-:11])=[O:10])[CH:8]=1. (3) Given the reactants [Cl:1][C:2]1[CH:3]=[C:4]([C:8]2[O:12][N:11]=[CH:10][C:9]=2[C:13](OCC)=O)[S:5][C:6]=1[Cl:7].[H-].C([Al+]CC(C)C)C(C)C.[ClH:28], predict the reaction product. The product is: [Cl:28][CH2:13][C:9]1[CH:10]=[N:11][O:12][C:8]=1[C:4]1[S:5][C:6]([Cl:7])=[C:2]([Cl:1])[CH:3]=1. (4) Given the reactants [CH2:1]([O:8][C:9]1[C:10]([O:18][CH3:19])=[C:11]([CH2:15][C:16]#[N:17])[CH:12]=[CH:13][CH:14]=1)[C:2]1[CH:7]=[CH:6][CH:5]=[CH:4][CH:3]=1, predict the reaction product. The product is: [CH2:1]([O:8][C:9]1[C:10]([O:18][CH3:19])=[C:11]([CH2:15][CH2:16][NH2:17])[CH:12]=[CH:13][CH:14]=1)[C:2]1[CH:3]=[CH:4][CH:5]=[CH:6][CH:7]=1. (5) Given the reactants [OH:1][CH:2]([C:5]1[CH:10]=[CH:9][C:8]([C:11]([F:14])([F:13])[F:12])=[CH:7][CH:6]=1)[CH2:3][OH:4].C(N(CC)CC)C.[CH:22]([Si:25](Cl)([CH:29]([CH3:31])[CH3:30])[CH:26]([CH3:28])[CH3:27])([CH3:24])[CH3:23].O, predict the reaction product. The product is: [OH:1][CH:2]([C:5]1[CH:6]=[CH:7][C:8]([C:11]([F:12])([F:13])[F:14])=[CH:9][CH:10]=1)[CH2:3][O:4][Si:25]([CH:29]([CH3:31])[CH3:30])([CH:26]([CH3:28])[CH3:27])[CH:22]([CH3:24])[CH3:23]. (6) Given the reactants [Br:1][C:2]1[N:7]=[CH:6][C:5]([CH:8]([OH:11])[CH2:9][OH:10])=[CH:4][CH:3]=1.[C:12]1(C)[CH:17]=CC(S([O-])(=O)=O)=C[CH:13]=1.[NH+]1C=CC=CC=1, predict the reaction product. The product is: [Br:1][C:2]1[CH:3]=[CH:4][C:5]([CH:8]2[CH2:9][O:10][C:12]([CH3:17])([CH3:13])[O:11]2)=[CH:6][N:7]=1. (7) Given the reactants C([C@H]1COC(=O)N1[C:14](=[O:29])[C@H:15]([CH3:28])[CH2:16]/[CH:17]=[CH:18]/[CH2:19][O:20][CH2:21][C:22]1[CH:27]=[CH:26][CH:25]=[CH:24][CH:23]=1)C1C=CC=CC=1.OO.O.[OH-].[Li+].S([O-])([O-])(=[O:37])=S.[Na+].[Na+], predict the reaction product. The product is: [CH2:21]([O:20][CH2:19]/[CH:18]=[CH:17]/[CH2:16][C@@H:15]([CH3:28])[C:14]([OH:29])=[O:37])[C:22]1[CH:23]=[CH:24][CH:25]=[CH:26][CH:27]=1.